Dataset: Reaction yield outcomes from USPTO patents with 853,638 reactions. Task: Predict the reaction yield, written as a fraction of the theoretical maximum amount of product (1.0 means a 100% yield; for example, 0.34 means a 34% yield). (1) The reactants are Cl[C:2]1[CH:11]=[CH:10][C:9]2[NH:8][C:7]3[C:12](=[O:16])[NH:13][CH:14]=[N:15][C:6]=3[C:5]([CH2:21][CH2:22][CH:23]3[CH2:25][CH2:24]3)([C:17]([F:20])([F:19])[F:18])[C:4]=2[CH:3]=1.[CH3:26][N:27]1C(=O)CCC1. The catalyst is [C-]#N.[C-]#N.[Zn+2].[Zn]. The product is [C:26]([C:2]1[CH:11]=[CH:10][C:9]2[NH:8][C:7]3[C:12](=[O:16])[NH:13][CH:14]=[N:15][C:6]=3[C:5]([CH2:21][CH2:22][CH:23]3[CH2:24][CH2:25]3)([C:17]([F:18])([F:20])[F:19])[C:4]=2[CH:3]=1)#[N:27]. The yield is 0.460. (2) The reactants are [Br:1][C:2]1[C:3](Cl)=[N:4][CH:5]=[C:6]([N+:8]([O-:10])=[O:9])[CH:7]=1.[F:12][C:13]1[CH:18]=[C:17]([F:19])[CH:16]=[CH:15][C:14]=1[OH:20].C(=O)([O-])[O-].[Cs+].[Cs+].O. The catalyst is CN1C(=O)CCC1. The product is [Br:1][C:2]1[C:3]([O:20][C:14]2[CH:15]=[CH:16][C:17]([F:19])=[CH:18][C:13]=2[F:12])=[N:4][CH:5]=[C:6]([N+:8]([O-:10])=[O:9])[CH:7]=1. The yield is 0.590. (3) The reactants are [CH3:1][O:2][C:3]([C:5]1[CH:10]=[C:9]([O:11][C:12]2[CH:17]=[CH:16][C:15]([NH2:18])=[CH:14][C:13]=2[F:19])[CH:8]=[CH:7][N:6]=1)=[O:4].C(=O)([O-])O.[Na+].Cl[C:26]([O:28][CH2:29][C:30]1[CH:35]=[CH:34][CH:33]=[CH:32][CH:31]=1)=[O:27]. The catalyst is CC(C)=O.O. The product is [CH3:1][O:2][C:3]([C:5]1[CH:10]=[C:9]([O:11][C:12]2[CH:17]=[CH:16][C:15]([NH:18][C:26]([O:28][CH2:29][C:30]3[CH:35]=[CH:34][CH:33]=[CH:32][CH:31]=3)=[O:27])=[CH:14][C:13]=2[F:19])[CH:8]=[CH:7][N:6]=1)=[O:4]. The yield is 0.706. (4) The reactants are [C:1]([C:4]1[CH:5]=[CH:6][C:7]([C:13]2[CH2:14][N:15]([C:19]([O:21][C:22]([CH3:25])([CH3:24])[CH3:23])=[O:20])[CH2:16][CH2:17][CH:18]=2)=[C:8]2[C:12]=1[NH:11][CH:10]=[CH:9]2)(=[O:3])[NH2:2]. The catalyst is [Pd].C(OCC)(=O)C. The product is [C:1]([C:4]1[CH:5]=[CH:6][C:7]([CH:13]2[CH2:18][CH2:17][CH2:16][N:15]([C:19]([O:21][C:22]([CH3:25])([CH3:24])[CH3:23])=[O:20])[CH2:14]2)=[C:8]2[C:12]=1[NH:11][CH:10]=[CH:9]2)(=[O:3])[NH2:2]. The yield is 1.00. (5) The reactants are [CH3:1][O:2][C:3]1[CH:8]=[CH:7][C:6]([NH2:9])=[CH:5][CH:4]=1.Br[CH2:11][C:12](OCC)=O.[C:17](=[O:20])([O-])[O-:18].[Na+].[Na+].O.[CH3:24]N(C=O)C. No catalyst specified. The product is [CH2:11]([N:9]([C:6]1[CH:7]=[CH:8][C:3]([O:2][CH3:1])=[CH:4][CH:5]=1)[CH2:24][C:17]([OH:18])=[O:20])[CH3:12]. The yield is 0.880. (6) The reactants are Cl.[C:2]([O:5][C:6]1[CH:7]=[C:8]([CH:23]=[CH:24][C:25]=1[CH3:26])[NH:9][C:10]1[C:19]2[C:14](=[CH:15][C:16]([OH:22])=[C:17]([O:20][CH3:21])[CH:18]=2)[N:13]=[CH:12][N:11]=1)(=[O:4])[CH3:3].C(=O)([O-])[O-].[K+].[K+].[I-].[K+].Cl[CH2:36][C:37]1[N:41]([CH3:42])[C:40]2[CH:43]=[CH:44][CH:45]=[CH:46][C:39]=2[N:38]=1. The catalyst is CN(C=O)C. The product is [C:2]([O:5][C:6]1[CH:7]=[C:8]([CH:23]=[CH:24][C:25]=1[CH3:26])[NH:9][C:10]1[C:19]2[C:14](=[CH:15][C:16]([O:22][CH2:36][C:37]3[N:41]([CH3:42])[C:40]4[CH:43]=[CH:44][CH:45]=[CH:46][C:39]=4[N:38]=3)=[C:17]([O:20][CH3:21])[CH:18]=2)[N:13]=[CH:12][N:11]=1)(=[O:4])[CH3:3]. The yield is 0.950. (7) The reactants are Br[C:2]1[CH:7]=[CH:6][C:5]([S:8]([C:11]([F:14])([F:13])[F:12])(=[O:10])=[O:9])=[CH:4][CH:3]=1.[B:15]1([B:15]2[O:19][C:18]([CH3:21])([CH3:20])[C:17]([CH3:23])([CH3:22])[O:16]2)[O:19][C:18]([CH3:21])([CH3:20])[C:17]([CH3:23])([CH3:22])[O:16]1.ClCCl.C([O-])(=O)C.[K+]. The catalyst is C1C=CC=CC=1.C1C=CC(P(C2C=CC=CC=2)[C-]2C=CC=C2)=CC=1.C1C=CC(P(C2C=CC=CC=2)[C-]2C=CC=C2)=CC=1.Cl[Pd]Cl.[Fe+2].CS(C)=O. The product is [F:12][C:11]([F:14])([F:13])[S:8]([C:5]1[CH:6]=[CH:7][C:2]([B:15]2[O:19][C:18]([CH3:21])([CH3:20])[C:17]([CH3:23])([CH3:22])[O:16]2)=[CH:3][CH:4]=1)(=[O:10])=[O:9]. The yield is 0.960. (8) The reactants are [C:1](Cl)(=O)[C:2]([CH3:5])([CH3:4])[CH3:3].[NH2:8][C:9]1[CH:10]=[C:11]([NH:23][S:24]([C:27]2[CH:32]=[CH:31][CH:30]=[CH:29][CH:28]=2)(=[O:26])=[O:25])[CH:12]=[CH:13][C:14]=1[NH:15][CH2:16][CH:17]1[CH2:22][CH2:21][O:20][CH2:19][CH2:18]1. The catalyst is CN(C1C=CN=CC=1)C.C(Cl)Cl. The product is [CH3:3][C:2]([C:1]1[N:15]([CH2:16][CH:17]2[CH2:18][CH2:19][O:20][CH2:21][CH2:22]2)[C:14]2[CH:13]=[CH:12][C:11]([NH:23][S:24]([C:27]3[CH:32]=[CH:31][CH:30]=[CH:29][CH:28]=3)(=[O:25])=[O:26])=[CH:10][C:9]=2[N:8]=1)([CH3:5])[CH3:4]. The yield is 0.0200. (9) The reactants are [CH3:1][C:2]1[S:6][C:5]([C:7]2[CH:8]=[C:9]([CH:12]=[C:13]([C:15]([F:18])([F:17])[F:16])[CH:14]=2)[CH:10]=[O:11])=[N:4][C:3]=1[CH2:19][O:20][CH:21]1[CH2:26][CH2:25][CH2:24][CH2:23][O:22]1.[BH4-].[Na+].O. The catalyst is O1CCCC1.C(O)C. The product is [CH3:1][C:2]1[S:6][C:5]([C:7]2[CH:8]=[C:9]([CH2:10][OH:11])[CH:12]=[C:13]([C:15]([F:17])([F:18])[F:16])[CH:14]=2)=[N:4][C:3]=1[CH2:19][O:20][CH:21]1[CH2:26][CH2:25][CH2:24][CH2:23][O:22]1. The yield is 0.840.